The task is: Predict the reactants needed to synthesize the given product.. This data is from Full USPTO retrosynthesis dataset with 1.9M reactions from patents (1976-2016). (1) Given the product [C:1]([O:6][CH2:7][CH2:8][CH2:9][P:10](=[O:17])([O:14][Si:19]([CH3:21])([CH3:20])[CH3:18])[O:11][Si:19]([CH3:21])([CH3:20])[CH3:18])(=[O:5])[C:2]([CH3:4])=[CH2:3], predict the reactants needed to synthesize it. The reactants are: [C:1]([O:6][CH2:7][CH2:8][CH2:9][P:10](=[O:17])([O:14]CC)[O:11]CC)(=[O:5])[C:2]([CH3:4])=[CH2:3].[CH3:18][Si:19](Br)([CH3:21])[CH3:20]. (2) Given the product [NH2:8][C:11]1[CH:12]=[C:13]2[C:19]([C:20]([F:23])([F:22])[F:21])=[CH:18][NH:17][C:14]2=[N:15][CH:16]=1, predict the reactants needed to synthesize it. The reactants are: O.O.[Sn](Cl)(Cl)(Cl)Cl.[N+:8]([C:11]1[CH:12]=[C:13]2[C:19]([C:20]([F:23])([F:22])[F:21])=[CH:18][NH:17][C:14]2=[N:15][CH:16]=1)([O-])=O.C(=O)(O)[O-].[Na+]. (3) Given the product [CH3:22][O:21][C:17]1[CH:16]=[CH:15][N:14]=[C:13]([CH2:12][S+:11]([O-:26])[C:9]2[NH:8][C:7]3[CH:23]=[CH:24][C:4]([O:3][CH:2]([F:1])[F:25])=[CH:5][C:6]=3[N:10]=2)[C:18]=1[O:19][CH3:20], predict the reactants needed to synthesize it. The reactants are: [F:1][CH:2]([F:25])[O:3][C:4]1[CH:24]=[CH:23][C:7]2[NH:8][C:9]([S:11][CH2:12][C:13]3[C:18]([O:19][CH3:20])=[C:17]([O:21][CH3:22])[CH:16]=[CH:15][N:14]=3)=[N:10][C:6]=2[CH:5]=1.[OH-:26].[Na+].[O-]Cl.[Na+]. (4) The reactants are: [CH3:1][O:2][C:3]1[C:8]2[C:9](=[N:12]O)[CH2:10][O:11][C:7]=2[CH:6]=[CH:5][CH:4]=1.[H][H]. Given the product [CH3:1][O:2][C:3]1[C:8]2[CH:9]([NH2:12])[CH2:10][O:11][C:7]=2[CH:6]=[CH:5][CH:4]=1, predict the reactants needed to synthesize it.